This data is from Catalyst prediction with 721,799 reactions and 888 catalyst types from USPTO. The task is: Predict which catalyst facilitates the given reaction. Reactant: Cl.[NH2:2][C@@H:3]([CH2:33][C:34]1[CH:39]=[CH:38][N:37]=[CH:36][CH:35]=1)[C:4]([N:6]1[CH2:11][CH2:10][CH:9]([N:12]2[N:21]=[C:20]([C:22]3[CH:27]=[CH:26][C:25]([O:28][CH3:29])=[C:24]([O:30][CH3:31])[CH:23]=3)[C@@H:19]3[C@@H:14]([CH2:15][CH2:16][CH2:17][CH2:18]3)[C:13]2=[O:32])[CH2:8][CH2:7]1)=[O:5].[CH:40]1([CH2:43][O:44][C:45]2[CH:53]=[CH:52][C:48]3[O:49][CH2:50][O:51][C:47]=3[C:46]=2[C:54]2[C:55]3[NH:62][C:61]([CH3:63])=[C:60]([C:64](O)=[O:65])[C:56]=3[N:57]=[CH:58][N:59]=2)[CH2:42][CH2:41]1.CCOC(C(C#N)=NOC(N1CCOCC1)=[N+](C)C)=O.F[P-](F)(F)(F)(F)F.CCN(C(C)C)C(C)C.C(=O)(O)[O-].[Na+]. Product: [CH:40]1([CH2:43][O:44][C:45]2[CH:53]=[CH:52][C:48]3[O:49][CH2:50][O:51][C:47]=3[C:46]=2[C:54]2[C:55]3[NH:62][C:61]([CH3:63])=[C:60]([C:64]([NH:2][C@@H:3]([CH2:33][C:34]4[CH:39]=[CH:38][N:37]=[CH:36][CH:35]=4)[C:4]([N:6]4[CH2:7][CH2:8][CH:9]([N:12]5[N:21]=[C:20]([C:22]6[CH:27]=[CH:26][C:25]([O:28][CH3:29])=[C:24]([O:30][CH3:31])[CH:23]=6)[C@@H:19]6[C@@H:14]([CH2:15][CH2:16][CH2:17][CH2:18]6)[C:13]5=[O:32])[CH2:10][CH2:11]4)=[O:5])=[O:65])[C:56]=3[N:57]=[CH:58][N:59]=2)[CH2:41][CH2:42]1. The catalyst class is: 2.